From a dataset of Experimentally validated miRNA-target interactions with 360,000+ pairs, plus equal number of negative samples. Binary Classification. Given a miRNA mature sequence and a target amino acid sequence, predict their likelihood of interaction. (1) The miRNA is hsa-let-7c-3p with sequence CUGUACAACCUUCUAGCUUUCC. The protein sequence of the target gene is MPSAIEAIYIILIAGELTIGIWGNGFIVLVNCIDWLKRRDISLIDIILISLAISRICLLCVISLDGFFMLLFPGTYGNSVLVSIVNVVWTFANNSSLWFTSCLSIFYLLKIANISHPFFFWLKLKINKVMLAILLGSFLISLIISVPKNDDMWYHLFKVSHEENITWKFKVSKIPGTFKQLTLNLGVMVPFILCLISFFLLLFSLVRHTKQIRLHATGFRDPSTEAHMRAIKAVIIFLLLLIVYYPVFLVMTSSALIPQGKLVLMIGDIVTVIFPSSHSFILIMGNSKLREAFLKMLRFV.... Result: 0 (no interaction). (2) The miRNA is hsa-miR-324-3p with sequence CCCACUGCCCCAGGUGCUGCUGG. The protein sequence of the target gene is MALVFQFGQPVRAQPLPGLCHGKLIRTNACDVCNSTDLPEVEIISLLEEQLPHYKLRADTIYGYDHDDWLHTPLISPDANIDLTTEQIEETLKYFLLCAERVGQMTKTYNDIDAVTRLLEEKERDLELAARIGQSLLKKNKTLTERNELLEEQVEHIREEVSQLRHELSMKDELLQFYTSAAEESEPESVCSTPLKRNESSSSVQNYFHLDSLQKKLKDLEEENVVLRSEASQLKTETITYEEKEQQLVNDCVKELRDANVQIASISEELAKKTEDAARQQEEITHLLSQIVDLQKKAKA.... Result: 1 (interaction). (3) Result: 1 (interaction). The protein sequence of the target gene is MAETDPKTVQDLTSVVQTLLQQMQDKFQTMSDQIIGRIDDMSSRIDDLEKNIADLMTQAGVEELESENKIPATQKS. The miRNA is hsa-miR-3163 with sequence UAUAAAAUGAGGGCAGUAAGAC. (4) The miRNA is hsa-miR-1245b-3p with sequence UCAGAUGAUCUAAAGGCCUAUA. The protein sequence of the target gene is MQEPLLRTEGLDYDTFPEVPATPGERERAGALKNRRVFLATFAAVLGNFSFGYALVYTSPVIPELKLSSDPALHLDKIQASWFGSVFTLGAAAGGLSAMLLNDLLGRKLSIMFSAVPSAIGYAIMAGARGLWMLLLGRMLTGFAGGLTAACIPVYVSEIAPPDVRGALGATPQLMAVFGSLSLYALGLLLPWRWLAVAGEGPVLIMILLLSFMPNSPRFLLSKSRDEEALQALTWLRADSEVHWEFEQIQDNVRRQSSRVSWAEAREPRVYRPVLIAVLMRFLQQLTGITPILVYLQTIF.... Result: 0 (no interaction). (5) The miRNA is hsa-miR-4732-3p with sequence GCCCUGACCUGUCCUGUUCUG. The protein sequence of the target gene is MTSNEWSSPDSPEGSSISGGSQALDKPIDNDAEGVWSPEIERSFQEALAIYPPCGRRKIILTEEGKMYGRNELIARHIKLRTGKTRTRKQVSSHIQVLARRKAREIQAKLKDQAAKNKALQSMAAMSSAQIVSATAFHSKMALARGPGYPAISGFWQGALPGQPGTSHDVKPFSQNTYPVQPPLPLPGFESPAGPTPSPSAPLAPPWQGRSIASSKLWMLEFSAFLERQQDPDTYNKHLFVHISQSSPSYSDPYLETVDIRQIYDKFPEKKGGLKELFERGPSNAFFLVKFWADLNTNID.... Result: 0 (no interaction). (6) The miRNA is hsa-miR-208a-3p with sequence AUAAGACGAGCAAAAAGCUUGU. The protein sequence of the target gene is MPRRAGSGQLPLPRGWEEARDYDGKVFYIDHNTRRTSWIDPRDRLTKPLSFADCVGDELPWGWEAGFDPQIGVYYIDHINKTTQIEDPRKQWRGEQEKMLKDYLSVAQDALRTQKELYHVKEQRLALALDEYVRLNDAYKEKSSSHTSLFSGSSSSTKYDPDILKAEISTTRLRVKKLKRELSQMKQELLYKEQGFETLQQIDKKMSGGQSGYELSEAKAILTELKSIRKAISSGEKEKQDLMQSLAKLQERFHLDQNIGRSEPDLRCSPVNSHLCLSRQTLDAGSQTSISGDIGVRSRS.... Result: 1 (interaction). (7) The miRNA is mmu-miR-344-3p with sequence UGAUCUAGCCAAAGCCUGACUGU. The protein sequence of the target gene is MDTSDLFASCRKGDVGRVRYLLEQRDVEVNVRDKWDSTPLYYACLCGHEELVRYLLANGARCEANTFDGERCLYGALSDPIRRALRDYKQVTASCRRRDYYDDFLQRLLEQGIHSDVVFVVHGKPFRAHRCILGARSTYFANMLDTKWKGKSVVVLRHPLINPVAFGALLQYLYTGRLDIGVEHVSDCERLAKQCQLWDLLDDLEAKCEKVSEFVASKPGTCVKVLTIEPPPADPRLRADMALLADCALPSELRGDLGELPFPCPDGFSSCPDICFRVADSSFLCHKAFFCGRSDYFRAL.... Result: 0 (no interaction). (8) The miRNA is mmu-miR-763 with sequence CCAGCUGGGAAGAACCAGUGGC. The protein sequence of the target gene is MAALLRPARWLLGAAAAPRLPLSLRLPAGVPGRLSSVVRVAAVGSRPAAGERLSQARLYAIVAEKRDLQEEPAPVRKNSSQFDWALMRLDNSVRRTGRITKGLLQRVFESTCSSGSPGSNQALLLLRSCGSLLPELSLAERTEFAHKIWDKLQQLGVVYDVSHYNALLKVYLQNEYKFSPTDFLAKMEGANIQPNRVTYQRLIAAYCNVGDIEGASKILGFMKTKDLPITEAVFSALVTGHARAGDMENAENILTVMKQAGIEPGPDTYLALLNAHAERGDIGQVRQILEKVEKSDHYFM.... Result: 0 (no interaction). (9) The miRNA is mmu-miR-710 with sequence CCAAGUCUUGGGGAGAGUUGAG. The protein sequence of the target gene is MNCVCRLVLVVLSLWPDRVVAPGPPAGSPRVSSDPRADLDSAVLLTRSLLADTRQLAAQMRDKFPADGDHSLDSLPTLAMSAGTLGSLQLPGVLTRLRVDLMSYLRHVQWLRRAGGPSLKTLEPELGALQARLERLLRRLQLLMSRLALPQAAPDQPVIPLGPPASAWGSIRAAHAILGGLHLTLDWAVRGLLLLKTRL. Result: 0 (no interaction).